Dataset: Peptide-MHC class II binding affinity with 134,281 pairs from IEDB. Task: Regression. Given a peptide amino acid sequence and an MHC pseudo amino acid sequence, predict their binding affinity value. This is MHC class II binding data. The peptide sequence is ALKESWGAIWRIDTP. The MHC is DRB1_0405 with pseudo-sequence DRB1_0405. The binding affinity (normalized) is 0.251.